This data is from NCI-60 drug combinations with 297,098 pairs across 59 cell lines. The task is: Regression. Given two drug SMILES strings and cell line genomic features, predict the synergy score measuring deviation from expected non-interaction effect. (1) Drug 2: C1=NNC2=C1C(=O)NC=N2. Cell line: MDA-MB-231. Drug 1: CC=C1C(=O)NC(C(=O)OC2CC(=O)NC(C(=O)NC(CSSCCC=C2)C(=O)N1)C(C)C)C(C)C. Synergy scores: CSS=47.6, Synergy_ZIP=1.58, Synergy_Bliss=2.38, Synergy_Loewe=-47.7, Synergy_HSA=2.76. (2) Drug 1: C1CCN(CC1)CCOC2=CC=C(C=C2)C(=O)C3=C(SC4=C3C=CC(=C4)O)C5=CC=C(C=C5)O. Drug 2: C1=CC=C(C=C1)NC(=O)CCCCCCC(=O)NO. Cell line: SN12C. Synergy scores: CSS=13.3, Synergy_ZIP=-4.61, Synergy_Bliss=-2.57, Synergy_Loewe=-2.06, Synergy_HSA=-0.889. (3) Drug 1: CC=C1C(=O)NC(C(=O)OC2CC(=O)NC(C(=O)NC(CSSCCC=C2)C(=O)N1)C(C)C)C(C)C. Drug 2: CC1CCC2CC(C(=CC=CC=CC(CC(C(=O)C(C(C(=CC(C(=O)CC(OC(=O)C3CCCCN3C(=O)C(=O)C1(O2)O)C(C)CC4CCC(C(C4)OC)OCCO)C)C)O)OC)C)C)C)OC. Cell line: SK-MEL-28. Synergy scores: CSS=38.6, Synergy_ZIP=-1.31, Synergy_Bliss=-2.28, Synergy_Loewe=-37.1, Synergy_HSA=-2.09. (4) Drug 1: C1=NC2=C(N1)C(=S)N=C(N2)N. Drug 2: C1=NC2=C(N1)C(=S)N=CN2. Cell line: UACC-257. Synergy scores: CSS=25.9, Synergy_ZIP=-5.06, Synergy_Bliss=-4.59, Synergy_Loewe=-7.49, Synergy_HSA=-2.44. (5) Drug 1: CC1=C(C=C(C=C1)NC2=NC=CC(=N2)N(C)C3=CC4=NN(C(=C4C=C3)C)C)S(=O)(=O)N.Cl. Drug 2: CC1C(C(CC(O1)OC2CC(CC3=C2C(=C4C(=C3O)C(=O)C5=C(C4=O)C(=CC=C5)OC)O)(C(=O)C)O)N)O.Cl. Cell line: MDA-MB-231. Synergy scores: CSS=19.9, Synergy_ZIP=-3.63, Synergy_Bliss=4.61, Synergy_Loewe=4.12, Synergy_HSA=4.80. (6) Drug 1: C1=NC2=C(N1)C(=S)N=C(N2)N. Drug 2: C1C(C(OC1N2C=C(C(=O)NC2=O)F)CO)O. Cell line: RXF 393. Synergy scores: CSS=30.3, Synergy_ZIP=-6.41, Synergy_Bliss=-1.60, Synergy_Loewe=-10.8, Synergy_HSA=0.929. (7) Drug 1: CC1C(C(=O)NC(C(=O)N2CCCC2C(=O)N(CC(=O)N(C(C(=O)O1)C(C)C)C)C)C(C)C)NC(=O)C3=C4C(=C(C=C3)C)OC5=C(C(=O)C(=C(C5=N4)C(=O)NC6C(OC(=O)C(N(C(=O)CN(C(=O)C7CCCN7C(=O)C(NC6=O)C(C)C)C)C)C(C)C)C)N)C. Drug 2: CCCCCOC(=O)NC1=NC(=O)N(C=C1F)C2C(C(C(O2)C)O)O. Cell line: OVCAR3. Synergy scores: CSS=-5.47, Synergy_ZIP=5.44, Synergy_Bliss=9.39, Synergy_Loewe=-105, Synergy_HSA=-3.74. (8) Drug 1: CC1=C2C(C(=O)C3(C(CC4C(C3C(C(C2(C)C)(CC1OC(=O)C(C(C5=CC=CC=C5)NC(=O)OC(C)(C)C)O)O)OC(=O)C6=CC=CC=C6)(CO4)OC(=O)C)OC)C)OC. Drug 2: CC1C(C(CC(O1)OC2CC(CC3=C2C(=C4C(=C3O)C(=O)C5=C(C4=O)C(=CC=C5)OC)O)(C(=O)CO)O)N)O.Cl. Cell line: PC-3. Synergy scores: CSS=39.0, Synergy_ZIP=-12.5, Synergy_Bliss=-16.8, Synergy_Loewe=-11.0, Synergy_HSA=-10.1.